Task: Predict the product of the given reaction.. Dataset: Forward reaction prediction with 1.9M reactions from USPTO patents (1976-2016) (1) Given the reactants C([N:8]([CH2:19][CH2:20][C:21]1[CH:26]=[CH:25][C:24]([CH:27](O)[C:28]2[CH:33]=[CH:32][C:31]([OH:34])=[CH:30][CH:29]=2)=[CH:23][CH:22]=1)[CH2:9][C@@H:10]([C:12]1[CH:17]=[CH:16][CH:15]=[C:14]([Cl:18])[CH:13]=1)[OH:11])C1C=CC=CC=1, predict the reaction product. The product is: [Cl:18][C:14]1[CH:13]=[C:12]([C@@H:10]([OH:11])[CH2:9][NH:8][CH2:19][CH2:20][C:21]2[CH:22]=[CH:23][C:24]([CH2:27][C:28]3[CH:29]=[CH:30][C:31]([OH:34])=[CH:32][CH:33]=3)=[CH:25][CH:26]=2)[CH:17]=[CH:16][CH:15]=1. (2) Given the reactants Cl.[NH2:2][C@H:3]([CH2:20][OH:21])[CH2:4][C:5]1[CH:19]=[CH:18][C:8]([O:9][C:10]2[N:17]=[CH:16][CH:15]=[CH:14][C:11]=2[C:12]#[N:13])=[CH:7][CH:6]=1.[O:22]1[C@H:24]([CH2:25][O:26][C:27]2[CH:32]=[CH:31][CH:30]=[CH:29][CH:28]=2)[CH2:23]1.C(N(CC)C(C)C)(C)C, predict the reaction product. The product is: [OH:22][C@H:24]([CH2:25][O:26][C:27]1[CH:32]=[CH:31][CH:30]=[CH:29][CH:28]=1)[CH2:23][NH:2][C@H:3]([CH2:20][OH:21])[CH2:4][C:5]1[CH:6]=[CH:7][C:8]([O:9][C:10]2[N:17]=[CH:16][CH:15]=[CH:14][C:11]=2[C:12]#[N:13])=[CH:18][CH:19]=1. (3) Given the reactants [Li+].CC([N-]C(C)C)C.C1COCC1.C1CCCCC1.[C:20](#[N:24])[CH:21]([CH3:23])[CH3:22].[Si:25]([O:32][CH2:33][CH2:34][CH2:35]Br)([C:28]([CH3:31])([CH3:30])[CH3:29])([CH3:27])[CH3:26], predict the reaction product. The product is: [Si:25]([O:32][CH2:33][CH2:34][CH2:35][C:21]([CH3:23])([CH3:22])[C:20]#[N:24])([C:28]([CH3:31])([CH3:30])[CH3:29])([CH3:27])[CH3:26]. (4) Given the reactants CS(O)(=O)=O.[NH2:6][CH2:7][C:8]1[CH:9]=[C:10]2[C:14](=[CH:15][CH:16]=1)[C:13](=[O:17])[N:12]([CH:18]1[CH2:23][CH2:22][C:21](=[O:24])[NH:20][C:19]1=[O:25])[CH2:11]2.[Cl:26][C:27]1[CH:32]=[C:31]([Cl:33])[CH:30]=[CH:29][C:28]=1[N:34]=[C:35]=[O:36].C(N(CC)CC)C.Cl, predict the reaction product. The product is: [Cl:26][C:27]1[CH:32]=[C:31]([Cl:33])[CH:30]=[CH:29][C:28]=1[NH:34][C:35]([NH:6][CH2:7][C:8]1[CH:9]=[C:10]2[C:14](=[CH:15][CH:16]=1)[C:13](=[O:17])[N:12]([CH:18]1[CH2:23][CH2:22][C:21](=[O:24])[NH:20][C:19]1=[O:25])[CH2:11]2)=[O:36]. (5) Given the reactants [NH2:1][CH:2]1[CH:17]([OH:18])[CH:6]2[O:7][CH:8]([C:11]3[CH:16]=[CH:15][CH:14]=[CH:13][CH:12]=3)[O:9][CH2:10][CH:5]2[CH2:4][CH:3]1[OH:19].[CH2:20]([S:22]N=C=O)C.[C:26](#[N:28])[CH3:27], predict the reaction product. The product is: [OH:19][C@H:3]1[C@H:2]([NH:1][C:20]([NH:28][CH2:26][CH3:27])=[S:22])[C@@H:17]([OH:18])[C@@H:6]2[O:7][C@H:8]([C:11]3[CH:16]=[CH:15][CH:14]=[CH:13][CH:12]=3)[O:9][CH2:10][C@H:5]2[CH2:4]1. (6) The product is: [C:28]([O:27][C:25](=[O:26])[CH2:24][NH:21][CH2:20][C:8]([C:12]1[CH:17]=[C:16]([Br:18])[CH:15]=[CH:14][C:13]=1[F:19])([NH:7][C:6]([O:5][C:1]([CH3:4])([CH3:2])[CH3:3])=[O:22])[CH:9]([F:11])[F:10])([CH3:31])([CH3:30])[CH3:29]. Given the reactants [C:1]([O:5][C:6](=[O:22])[NH:7][C:8]([CH2:20][NH2:21])([C:12]1[CH:17]=[C:16]([Br:18])[CH:15]=[CH:14][C:13]=1[F:19])[CH:9]([F:11])[F:10])([CH3:4])([CH3:3])[CH3:2].Br[CH2:24][C:25]([O:27][C:28]([CH3:31])([CH3:30])[CH3:29])=[O:26].CCN(C(C)C)C(C)C, predict the reaction product.